From a dataset of Forward reaction prediction with 1.9M reactions from USPTO patents (1976-2016). Predict the product of the given reaction. (1) The product is: [Cl:30][CH2:31][C:32]([N:21]1[CH2:22][C:17]2[CH:16]=[N:15][C:14]([NH:13][CH:5]3[CH2:4][C:12]4[C:7](=[CH:8][CH:9]=[CH:10][CH:11]=4)[CH2:6]3)=[N:19][C:18]=2[CH2:20]1)=[O:33]. Given the reactants O.Cl.Cl.[CH2:4]1[C:12]2[C:7](=[CH:8][CH:9]=[CH:10][CH:11]=2)[CH2:6][CH:5]1[NH:13][C:14]1[N:15]=[CH:16][C:17]2[CH2:22][NH:21][CH2:20][C:18]=2[N:19]=1.C(N(CC)CC)C.[Cl:30][CH2:31][C:32](Cl)=[O:33], predict the reaction product. (2) Given the reactants [OH:1][C:2]1[CH:10]=[CH:9][CH:8]=[C:7]2[C:3]=1[C:4](=[O:24])[N:5]([CH2:12][CH:13]([C:18]1([CH3:23])OCC[O:19]1)[C:14]([O:16][CH3:17])=[O:15])[C:6]2=[O:11].O.C1(C)C=CC(S(O)(=O)=O)=CC=1, predict the reaction product. The product is: [OH:1][C:2]1[CH:10]=[CH:9][CH:8]=[C:7]2[C:3]=1[C:4](=[O:24])[N:5]([CH2:12][CH:13]([C:18](=[O:19])[CH3:23])[C:14]([O:16][CH3:17])=[O:15])[C:6]2=[O:11]. (3) Given the reactants C(O[C:6]([N:8]1[CH2:12][C:11](=[N:13][O:14][CH3:15])[CH2:10][C@H:9]1[C:16]([OH:18])=O)=[O:7])(C)(C)C.C(Cl)(=O)[C:20]1[CH:25]=[CH:24][CH:23]=[CH:22][CH:21]=1.[CH2:28]([N:30]([CH2:34][CH3:35])[CH2:31][CH2:32][NH2:33])[CH3:29], predict the reaction product. The product is: [C:6]([N:8]1[CH2:12][C:11](=[N:13][O:14][CH3:15])[CH2:10][C@H:9]1[C:16]([NH:33][CH2:32][CH2:31][N:30]([CH2:34][CH3:35])[CH2:28][CH3:29])=[O:18])(=[O:7])[C:20]1[CH:21]=[CH:22][CH:23]=[CH:24][CH:25]=1. (4) Given the reactants [CH2:1]([N:8]1[CH2:12][CH2:11][C@@H:10]([NH:13][C:14]2[CH:19]=[CH:18][C:17](/[CH:20]=[CH:21]/[C:22]([O:24]CC)=[O:23])=[CH:16][CH:15]=2)[CH2:9]1)[C:2]1[CH:7]=[CH:6][CH:5]=[CH:4][CH:3]=1.[OH-].[Na+].Cl, predict the reaction product. The product is: [CH2:1]([N:8]1[CH2:12][CH2:11][C@@H:10]([NH:13][C:14]2[CH:15]=[CH:16][C:17](/[CH:20]=[CH:21]/[C:22]([OH:24])=[O:23])=[CH:18][CH:19]=2)[CH2:9]1)[C:2]1[CH:7]=[CH:6][CH:5]=[CH:4][CH:3]=1. (5) Given the reactants I[C:2]1[N:6]2[CH:7]=[CH:8][CH:9]=[CH:10][C:5]2=[N:4][C:3]=1[C:11]([O:13][CH2:14][CH3:15])=[O:12].[N:16]1[CH:21]=[CH:20][CH:19]=[C:18](B(O)O)[CH:17]=1.C([O-])([O-])=O.[Na+].[Na+], predict the reaction product. The product is: [N:16]1[CH:21]=[CH:20][CH:19]=[C:18]([C:2]2[N:6]3[CH:7]=[CH:8][CH:9]=[CH:10][C:5]3=[N:4][C:3]=2[C:11]([O:13][CH2:14][CH3:15])=[O:12])[CH:17]=1. (6) Given the reactants O=[C:2]1[CH2:7][CH2:6][CH:5]([C:8]2[CH:15]=[CH:14][C:11]([C:12]#[N:13])=[CH:10][CH:9]=2)[CH2:4][CH2:3]1.[NH:16]1[CH2:19][CH:18]([NH:20][C:21]([CH2:23][NH:24][C:25](=[O:36])[C:26]2[CH:31]=[CH:30][CH:29]=[C:28]([C:32]([F:35])([F:34])[F:33])[CH:27]=2)=[O:22])[CH2:17]1, predict the reaction product. The product is: [C:12]([C:11]1[CH:14]=[CH:15][C:8]([CH:5]2[CH2:6][CH2:7][CH:2]([N:16]3[CH2:19][CH:18]([NH:20][C:21]([CH2:23][NH:24][C:25](=[O:36])[C:26]4[CH:31]=[CH:30][CH:29]=[C:28]([C:32]([F:35])([F:33])[F:34])[CH:27]=4)=[O:22])[CH2:17]3)[CH2:3][CH2:4]2)=[CH:9][CH:10]=1)#[N:13]. (7) Given the reactants Cl[C:2]1[CH:7]=[N:6][CH:5]=[C:4]([Cl:8])[N:3]=1.[CH:9]1([C@@H:12]([NH2:14])[CH3:13])[CH2:11][CH2:10]1.CCN(C(C)C)C(C)C.O, predict the reaction product. The product is: [Cl:8][C:4]1[N:3]=[C:2]([NH:14][C@H:12]([CH:9]2[CH2:11][CH2:10]2)[CH3:13])[CH:7]=[N:6][CH:5]=1.